This data is from Reaction yield outcomes from USPTO patents with 853,638 reactions. The task is: Predict the reaction yield, written as a fraction of the theoretical maximum amount of product (1.0 means a 100% yield; for example, 0.34 means a 34% yield). (1) The reactants are [C:1](Cl)(Cl)=[O:2].N#N.[CH2:7]([C@H:9]1[CH2:13][NH:12][CH2:11][C@H:10]1[C:14]1[N:18]2[C:19]3[CH:25]=[CH:24][N:23]([S:26]([C:29]4[CH:35]=[CH:34][C:32]([CH3:33])=[CH:31][CH:30]=4)(=[O:28])=[O:27])[C:20]=3[N:21]=[CH:22][C:17]2=[N:16][N:15]=1)[CH3:8].Cl.[F:37][C:38]1([F:42])[CH2:41][NH:40][CH2:39]1.C(=O)(O)[O-].[Na+]. The catalyst is C(Cl)Cl. The product is [F:37][C:38]1([F:42])[CH2:41][N:40]([C:1]([N:12]2[CH2:11][C@H:10]([C:14]3[N:18]4[C:19]5[CH:25]=[CH:24][N:23]([S:26]([C:29]6[CH:30]=[CH:31][C:32]([CH3:33])=[CH:34][CH:35]=6)(=[O:28])=[O:27])[C:20]=5[N:21]=[CH:22][C:17]4=[N:16][N:15]=3)[C@H:9]([CH2:7][CH3:8])[CH2:13]2)=[O:2])[CH2:39]1. The yield is 0.650. (2) The reactants are [C:1]([NH:4][C@H:5]([C:14]([OH:16])=[O:15])[CH2:6][C:7]1[CH:12]=[CH:11][C:10]([OH:13])=[CH:9][CH:8]=1)(=[O:3])[CH3:2].[OH-].[Na+].Cl[C:20]([O:22][CH2:23][C:24]1[CH:29]=[CH:28][CH:27]=[CH:26][CH:25]=1)=[O:21].C([O-])([O-])=O.[K+].[K+].Cl. The catalyst is O.C1COCC1. The product is [NH:4]([C:1]([CH3:2])=[O:3])[C@H:5]([C:14]([OH:16])=[O:15])[CH2:6][C:7]1[CH:12]=[CH:11][C:10]([O:13][C:20]([O:22][CH2:23][C:24]2[CH:29]=[CH:28][CH:27]=[CH:26][CH:25]=2)=[O:21])=[CH:9][CH:8]=1. The yield is 0.750. (3) The reactants are [OH:1][CH2:2][C@@H:3]1[CH2:19][N:7]2[CH2:8][CH2:9][N:10]([C:12]3[N:17]=[CH:16][C:15]([F:18])=[CH:14][N:13]=3)[CH2:11][C@@H:6]2[CH2:5][CH2:4]1.[F:20][C:21]1[CH:26]=[CH:25][C:24](O)=[CH:23][CH:22]=1.C1(P(C2C=CC=CC=2)C2C=CC=CC=2)C=CC=CC=1.N(C(OCC)=O)=NC(OCC)=O.Cl. The catalyst is C1COCC1.C(OCC)(=O)C.C(OCC)C. The product is [F:20][C:21]1[CH:26]=[CH:25][C:24]([O:1][CH2:2][C@@H:3]2[CH2:19][N:7]3[CH2:8][CH2:9][N:10]([C:12]4[N:13]=[CH:14][C:15]([F:18])=[CH:16][N:17]=4)[CH2:11][C@@H:6]3[CH2:5][CH2:4]2)=[CH:23][CH:22]=1. The yield is 0.440. (4) The product is [CH3:30][N:31]([CH3:41])[C:32]1[CH:37]=[CH:36][C:35]([C:2]2[C:10]3[O:9][CH2:8][CH:7]([C:11]4[CH:16]=[CH:15][C:14]([CH:17]([CH3:18])[CH3:19])=[CH:13][CH:12]=4)[C:6]=3[C:5]([CH3:20])=[C:4]([NH:21][C:22](=[O:28])[CH2:23][C:24]([CH3:27])([CH3:26])[CH3:25])[C:3]=2[CH3:29])=[CH:34][CH:33]=1. No catalyst specified. The reactants are Br[C:2]1[C:10]2[O:9][CH2:8][CH:7]([C:11]3[CH:16]=[CH:15][C:14]([CH:17]([CH3:19])[CH3:18])=[CH:13][CH:12]=3)[C:6]=2[C:5]([CH3:20])=[C:4]([NH:21][C:22](=[O:28])[CH2:23][C:24]([CH3:27])([CH3:26])[CH3:25])[C:3]=1[CH3:29].[CH3:30][N:31]([CH3:41])[C:32]1[CH:37]=[CH:36][C:35](B(O)O)=[CH:34][CH:33]=1. The yield is 0.170. (5) The reactants are [Cl:1][C:2]1[CH:3]=[C:4]([NH:9][C:10]2[C:11]3[CH2:18][C:17](=[O:19])[NH:16][C:12]=3[N:13]=[CH:14][N:15]=2)[CH:5]=[CH:6][C:7]=1[F:8].[CH:20]([C:22]1[NH:26][C:25]([CH3:27])=[C:24]([CH2:28][CH2:29][C:30]([OH:32])=[O:31])[C:23]=1[CH3:33])=O. The catalyst is N1CCCCC1.C(O)C. The product is [Cl:1][C:2]1[CH:3]=[C:4]([NH:9][C:10]2[C:11]3[C:18](=[CH:20][C:22]4[NH:26][C:25]([CH3:27])=[C:24]([CH2:28][CH2:29][C:30]([OH:32])=[O:31])[C:23]=4[CH3:33])[C:17](=[O:19])[NH:16][C:12]=3[N:13]=[CH:14][N:15]=2)[CH:5]=[CH:6][C:7]=1[F:8]. The yield is 0.510. (6) The reactants are [CH2:1]([C@@H:8]1[NH:13][CH2:12][CH2:11][N:10]([C:14]2[CH:19]=[CH:18][C:17]([O:20][CH:21]([F:23])[F:22])=[C:16]([O:24][CH:25]3[CH2:29][CH2:28][CH2:27][CH2:26]3)[CH:15]=2)[CH2:9]1)[C:2]1[CH:7]=[CH:6][CH:5]=[CH:4][CH:3]=1.[NH:30]1[CH:34]=[C:33]([CH2:35][C:36](O)=[O:37])[N:32]=[CH:31]1. No catalyst specified. The product is [CH2:1]([C@H:8]1[CH2:9][N:10]([C:14]2[CH:19]=[CH:18][C:17]([O:20][CH:21]([F:22])[F:23])=[C:16]([O:24][CH:25]3[CH2:29][CH2:28][CH2:27][CH2:26]3)[CH:15]=2)[CH2:11][CH2:12][N:13]1[C:36](=[O:37])[CH2:35][C:33]1[N:32]=[CH:31][NH:30][CH:34]=1)[C:2]1[CH:3]=[CH:4][CH:5]=[CH:6][CH:7]=1. The yield is 0.260. (7) The reactants are FC(F)(F)C([N:5]([C@@H:13]1[CH2:15][C@H:14]1[C:16]1[CH:21]=[CH:20][CH:19]=[CH:18][CH:17]=1)[CH2:6][CH:7]1[CH2:12][CH2:11][NH:10][CH2:9][CH2:8]1)=O.[CH:24]([C@H:26]1[CH2:31][CH2:30][C@H:29]([C:32]([O:34]C)=[O:33])[CH2:28][CH2:27]1)=O.C([BH3-])#N.[Na+].O. The catalyst is CO. The yield is 0.140. The product is [C:16]1([C@@H:14]2[CH2:15][C@H:13]2[NH:5][CH2:6][CH:7]2[CH2:8][CH2:9][N:10]([CH2:24][C@H:26]3[CH2:31][CH2:30][C@H:29]([C:32]([OH:34])=[O:33])[CH2:28][CH2:27]3)[CH2:11][CH2:12]2)[CH:17]=[CH:18][CH:19]=[CH:20][CH:21]=1.